From a dataset of Full USPTO retrosynthesis dataset with 1.9M reactions from patents (1976-2016). Predict the reactants needed to synthesize the given product. (1) The reactants are: [CH3:1][O:2][C:3](=[O:15])[C:4]1[CH:9]=[C:8](I)[C:7]([CH3:11])=[CH:6][C:5]=1[O:12][CH2:13][CH3:14].C([O-])(=O)C.[K+].[B:21]1([B:21]2[O:25][C:24]([CH3:27])([CH3:26])[C:23]([CH3:29])([CH3:28])[O:22]2)[O:25][C:24]([CH3:27])([CH3:26])[C:23]([CH3:29])([CH3:28])[O:22]1.CS(C)=O. Given the product [CH3:1][O:2][C:3](=[O:15])[C:4]1[CH:9]=[C:8]([B:21]2[O:25][C:24]([CH3:27])([CH3:26])[C:23]([CH3:29])([CH3:28])[O:22]2)[C:7]([CH3:11])=[CH:6][C:5]=1[O:12][CH2:13][CH3:14], predict the reactants needed to synthesize it. (2) Given the product [CH3:26][NH:27][C:28](=[O:29])[O:1][CH2:2][C:3]1[CH:8]=[CH:7][C:6]([C:9]2[CH:10]=[CH:11][C:12]([NH:15][C:16]([C@@H:18]3[CH:23]4[CH2:24][CH2:25][N:20]([CH2:21][CH2:22]4)[CH2:19]3)=[O:17])=[CH:13][CH:14]=2)=[CH:5][CH:4]=1, predict the reactants needed to synthesize it. The reactants are: [OH:1][CH2:2][C:3]1[CH:8]=[CH:7][C:6]([C:9]2[CH:14]=[CH:13][C:12]([NH:15][C:16]([C@@H:18]3[CH:23]4[CH2:24][CH2:25][N:20]([CH2:21][CH2:22]4)[CH2:19]3)=[O:17])=[CH:11][CH:10]=2)=[CH:5][CH:4]=1.[CH3:26][N:27]=[C:28]=[O:29].